Dataset: Full USPTO retrosynthesis dataset with 1.9M reactions from patents (1976-2016). Task: Predict the reactants needed to synthesize the given product. (1) Given the product [C:39]([N:23]1[CH2:24][CH2:25][CH:20]([C:18]([N:17]([CH2:16][CH2:15][CH2:14][N:11]2[CH2:12][CH2:13][CH:8]([CH2:1][C:2]3[CH:7]=[CH:6][CH:5]=[CH:4][CH:3]=3)[CH2:9][CH2:10]2)[C:26]2[CH:27]=[CH:28][CH:29]=[CH:30][CH:31]=2)=[O:19])[CH2:21][CH2:22]1)(=[O:41])[CH3:40], predict the reactants needed to synthesize it. The reactants are: [CH2:1]([CH:8]1[CH2:13][CH2:12][N:11]([CH2:14][CH2:15][CH2:16][N:17]([C:26]2[CH:31]=[CH:30][CH:29]=[CH:28][CH:27]=2)[C:18]([CH:20]2[CH2:25][CH2:24][NH:23][CH2:22][CH2:21]2)=[O:19])[CH2:10][CH2:9]1)[C:2]1[CH:7]=[CH:6][CH:5]=[CH:4][CH:3]=1.C(N(CC)CC)C.[C:39](Cl)(=[O:41])[CH3:40].C(=O)([O-])O.[Na+]. (2) The reactants are: NC1N=C2C=CC(C3N(C4CCN([C:21]([O:23][C:24]([CH3:27])([CH3:26])[CH3:25])=[O:22])CC4)C=NC=3C3C=CC(F)=CC=3)=NN2C=1.[NH:36]1[CH2:39][CH:38]([N:40]2[C:44]([C:45]3[CH:46]=[CH:47][C:48]4[N:49]([CH:51]=[C:52]([NH2:54])[N:53]=4)[N:50]=3)=[C:43]([C:55]3[CH:60]=[CH:59][C:58]([F:61])=[CH:57][CH:56]=3)[N:42]=[CH:41]2)[CH2:37]1.CC(OC(OC(OC(C)(C)C)=O)=O)(C)C. Given the product [NH2:54][C:52]1[N:53]=[C:48]2[CH:47]=[CH:46][C:45]([C:44]3[N:40]([CH:38]4[CH2:39][N:36]([C:21]([O:23][C:24]([CH3:27])([CH3:26])[CH3:25])=[O:22])[CH2:37]4)[CH:41]=[N:42][C:43]=3[C:55]3[CH:60]=[CH:59][C:58]([F:61])=[CH:57][CH:56]=3)=[N:50][N:49]2[CH:51]=1, predict the reactants needed to synthesize it. (3) Given the product [C:1]([C:3]1([C:6]2([C:14]([NH2:16])=[O:15])[CH2:11][CH2:10][CH2:9][CH2:8][CH:7]2[CH2:12][Br:36])[CH2:5][CH2:4]1)#[N:2], predict the reactants needed to synthesize it. The reactants are: [C:1]([C:3]1([C:6]2([C:14]([NH2:16])=[O:15])[CH2:11][CH2:10][CH2:9][CH2:8][CH:7]2[CH2:12]O)[CH2:5][CH2:4]1)#[N:2].C1(P(C2C=CC=CC=2)C2C=CC=CC=2)C=CC=CC=1.[Br:36]N1C(=O)CCC1=O. (4) Given the product [NH:26]1[C:34]2[C:29](=[CH:30][CH:31]=[CH:32][CH:33]=2)[C:28]([CH:7]2[C:8]3[C:13](=[CH:12][CH:11]=[CH:10][CH:9]=3)[C:14]3[CH:1]=[CH:2][CH:3]=[CH:4][C:5]=3[N:6]2[C:15](=[O:24])[CH2:16][CH2:17][C:18]2[CH:23]=[CH:22][CH:21]=[CH:20][CH:19]=2)=[CH:27]1, predict the reactants needed to synthesize it. The reactants are: [CH:1]1[C:14]2[C:5](=[N:6][CH:7]=[C:8]3[C:13]=2[CH:12]=[CH:11][CH:10]=[CH:9]3)[CH:4]=[CH:3][CH:2]=1.[C:15](Cl)(=[O:24])[CH2:16][CH2:17][C:18]1[CH:23]=[CH:22][CH:21]=[CH:20][CH:19]=1.[NH:26]1[C:34]2[C:29](=[CH:30][CH:31]=[CH:32][CH:33]=2)[CH:28]=[CH:27]1. (5) Given the product [CH2:12]([O:19][C:20]1[CH:29]=[CH:28][C:27]2[N+:26]([O-:9])=[CH:25][C:24]3[N:30]=[C:31]([CH2:34][CH3:35])[N:32]([CH3:33])[C:23]=3[C:22]=2[CH:21]=1)[C:13]1[CH:14]=[CH:15][CH:16]=[CH:17][CH:18]=1, predict the reactants needed to synthesize it. The reactants are: C1C=C(Cl)C=C(C(OO)=[O:9])C=1.[CH2:12]([O:19][C:20]1[CH:29]=[CH:28][C:27]2[N:26]=[CH:25][C:24]3[N:30]=[C:31]([CH2:34][CH3:35])[N:32]([CH3:33])[C:23]=3[C:22]=2[CH:21]=1)[C:13]1[CH:18]=[CH:17][CH:16]=[CH:15][CH:14]=1. (6) Given the product [CH3:24][O:23][C:21](=[O:22])[CH2:20][C:19]([NH:1][C:2]1[C:7]([CH3:8])=[CH:6][C:5]([Br:9])=[CH:4][C:3]=1[C:10](=[O:11])[C:12]1[CH:17]=[CH:16][CH:15]=[CH:14][CH:13]=1)=[O:25], predict the reactants needed to synthesize it. The reactants are: [NH2:1][C:2]1[C:7]([CH3:8])=[CH:6][C:5]([Br:9])=[CH:4][C:3]=1[C:10]([C:12]1[CH:17]=[CH:16][CH:15]=[CH:14][CH:13]=1)=[O:11].Cl[C:19](=[O:25])[CH2:20][C:21]([O:23][CH3:24])=[O:22].